Dataset: Forward reaction prediction with 1.9M reactions from USPTO patents (1976-2016). Task: Predict the product of the given reaction. (1) Given the reactants Br[CH:2]1[C:7](=O)[CH2:6][CH2:5][CH:4]([C:9]([O:11][CH2:12][CH3:13])=[O:10])[CH2:3]1.[C:14]([NH2:17])(=[O:16])[CH3:15].O, predict the reaction product. The product is: [CH3:15][C:14]1[O:16][C:2]2[CH2:3][CH:4]([C:9]([O:11][CH2:12][CH3:13])=[O:10])[CH2:5][CH2:6][C:7]=2[N:17]=1. (2) The product is: [CH3:3][N:4]1[C:9](=[O:10])[C:8]2[C:11]([C:21]([OH:23])=[O:22])=[C:12]([CH2:14][C:15]3[CH:20]=[CH:19][CH:18]=[CH:17][CH:16]=3)[S:13][C:7]=2[N:6]([CH2:26][CH:27]([CH3:28])[CH3:29])[C:5]1=[O:30]. Given the reactants [OH-].[Na+].[CH3:3][N:4]1[C:9](=[O:10])[C:8]2[C:11]([C:21]([O:23]CC)=[O:22])=[C:12]([CH2:14][C:15]3[CH:20]=[CH:19][CH:18]=[CH:17][CH:16]=3)[S:13][C:7]=2[N:6]([CH2:26][CH:27]([CH3:29])[CH3:28])[C:5]1=[O:30].O, predict the reaction product. (3) Given the reactants [CH3:1][O:2][C:3]([C:5]1([CH2:12][C:13]2[CH:18]=[CH:17][C:16]([Cl:19])=[CH:15][CH:14]=2)[CH2:9][CH2:8][CH:7]([CH3:10])[C:6]1=[O:11])=[O:4].[H-].[Na+].[Cl:22][C:23]([CH2:25]Cl)=[CH2:24], predict the reaction product. The product is: [CH3:1][O:2][C:3]([C:5]1([CH2:12][C:13]2[CH:14]=[CH:15][C:16]([Cl:19])=[CH:17][CH:18]=2)[CH2:9][CH2:8][C:7]([CH2:25][C:23]([Cl:22])=[CH2:24])([CH3:10])[C:6]1=[O:11])=[O:4]. (4) Given the reactants [F:1][C:2]1[C:7]([O:8][CH3:9])=[CH:6][CH:5]=[CH:4][C:3]=1[NH:10][C:11]1[N:19]=[CH:18][CH:17]=[CH:16][C:12]=1[C:13]([OH:15])=O.Cl.[NH2:21][C:22]([CH3:27])([CH2:25][CH3:26])[C:23]#[CH:24].C1C=CC2N(O)N=NC=2C=1.CCN=C=NCCCN(C)C.CCN(C(C)C)C(C)C, predict the reaction product. The product is: [F:1][C:2]1[C:7]([O:8][CH3:9])=[CH:6][CH:5]=[CH:4][C:3]=1[NH:10][C:11]1[N:19]=[CH:18][CH:17]=[CH:16][C:12]=1[C:13]([NH:21][C:22]([CH3:27])([CH2:25][CH3:26])[C:23]#[CH:24])=[O:15]. (5) Given the reactants [CH3:1][O:2][C:3](=[O:14])[C:4]1[CH:9]=[CH:8][CH:7]=[C:6]([N+:10]([O-])=O)[C:5]=1I.[Cl:15][C:16]1[CH:21]=[CH:20][C:19]([C:22]#[CH:23])=[CH:18][CH:17]=1.C(N(CC)CC)C, predict the reaction product. The product is: [CH3:1][O:2][C:3](=[O:14])[C:4]1[CH:9]=[CH:8][CH:7]=[C:6]([NH2:10])[C:5]=1[C:23]#[C:22][C:19]1[CH:20]=[CH:21][C:16]([Cl:15])=[CH:17][CH:18]=1. (6) Given the reactants [C:1]([O:5][C:6]([N:8]1[CH2:14][CH2:13][C:12](=O)[CH:11](Br)[CH2:10][CH2:9]1)=[O:7])([CH3:4])([CH3:3])[CH3:2].[C:17]([NH2:20])(=[S:19])[CH3:18].C(N(CC)CC)C, predict the reaction product. The product is: [C:1]([O:5][C:6]([N:8]1[CH2:14][CH2:13][C:12]2[S:19][C:17]([CH3:18])=[N:20][C:11]=2[CH2:10][CH2:9]1)=[O:7])([CH3:4])([CH3:3])[CH3:2]. (7) The product is: [Cl:3][C:4]1[N:9]=[C:8]([C:10]2[C:18]3[C:13](=[CH:14][CH:15]=[CH:16][CH:17]=3)[N:12]([CH3:20])[CH:11]=2)[CH:7]=[CH:6][N:5]=1. Given the reactants [H-].[Na+].[Cl:3][C:4]1[N:9]=[C:8]([C:10]2[C:18]3[C:13](=[CH:14][CH:15]=[CH:16][CH:17]=3)[NH:12][CH:11]=2)[CH:7]=[CH:6][N:5]=1.I[CH3:20], predict the reaction product. (8) Given the reactants C(O[BH-](OC(=O)C)OC(=O)C)(=O)C.[Na+].[CH2:15]([N:22]1[CH2:27][CH2:26][NH:25][CH2:24][CH2:23]1)[C:16]1[CH:21]=[CH:20][CH:19]=[CH:18][CH:17]=1.[CH3:28][N:29]([CH3:40])[C:30](=[O:39])[CH2:31][CH:32]1[CH2:37][CH2:36][C:35](=O)[CH2:34][CH2:33]1.C(=O)([O-])[O-].[K+].[K+], predict the reaction product. The product is: [CH2:15]([N:22]1[CH2:27][CH2:26][N:25]([CH:35]2[CH2:36][CH2:37][CH:32]([CH2:31][C:30]([N:29]([CH3:28])[CH3:40])=[O:39])[CH2:33][CH2:34]2)[CH2:24][CH2:23]1)[C:16]1[CH:17]=[CH:18][CH:19]=[CH:20][CH:21]=1.